From a dataset of Catalyst prediction with 721,799 reactions and 888 catalyst types from USPTO. Predict which catalyst facilitates the given reaction. (1) Reactant: [F:1][C:2]1[CH:7]=[CH:6][CH:5]=[C:4]([F:8])[C:3]=1[C:9]1[N:14]=[C:13]([C:15]([NH:17][C:18]2[C:19]([N:28]3[CH2:33][CH2:32][CH2:31][C@H:30]([NH:34][C:35](=[O:41])[O:36][C:37]([CH3:40])([CH3:39])[CH3:38])[CH2:29]3)=[C:20]3[CH2:26][CH2:25][CH:24]([OH:27])[C:21]3=[N:22][CH:23]=2)=[O:16])[CH:12]=[CH:11][C:10]=1[F:42].CC(OI1(OC(C)=O)(OC(C)=O)OC(=O)C2C=CC=CC1=2)=O.[OH-].[Na+]. Product: [F:8][C:4]1[CH:5]=[CH:6][CH:7]=[C:2]([F:1])[C:3]=1[C:9]1[N:14]=[C:13]([C:15]([NH:17][C:18]2[C:19]([N:28]3[CH2:33][CH2:32][CH2:31][C@H:30]([NH:34][C:35](=[O:41])[O:36][C:37]([CH3:38])([CH3:39])[CH3:40])[CH2:29]3)=[C:20]3[CH2:26][CH2:25][C:24](=[O:27])[C:21]3=[N:22][CH:23]=2)=[O:16])[CH:12]=[CH:11][C:10]=1[F:42]. The catalyst class is: 61. (2) Reactant: [Br:1][C:2]1[CH:7]=[CH:6][C:5](F)=[CH:4][C:3]=1[O:9][CH2:10][C:11]([F:14])([F:13])[F:12].[CH3:15][S-:16].[Na+].O. Product: [Br:1][C:2]1[CH:7]=[CH:6][C:5]([S:16][CH3:15])=[CH:4][C:3]=1[O:9][CH2:10][C:11]([F:14])([F:13])[F:12]. The catalyst class is: 3. (3) Reactant: [Si]([O:8][C@H:9]1[CH2:14][CH2:13][C@@:12]([C@@H:16]2[C@@H:24]([CH2:25][NH:26][C:27](=[O:32])[CH2:28][CH2:29][CH2:30][CH3:31])[C@H:23]3[C@@:19]([CH3:33])([CH:20]=[CH:21][CH2:22]3)[CH2:18][CH2:17]2)([CH3:15])[C@@H:11]([CH2:34][O:35][Si](C(C)(C)C)(C)C)[CH2:10]1)(C(C)(C)C)(C)C.Cl.O.[OH-].[Na+]. Product: [OH:8][C@H:9]1[CH2:14][CH2:13][C@@:12]([C@@H:16]2[C@@H:24]([CH2:25][NH:26][C:27](=[O:32])[CH2:28][CH2:29][CH2:30][CH3:31])[C@H:23]3[C@@:19]([CH3:33])([CH:20]=[CH:21][CH2:22]3)[CH2:18][CH2:17]2)([CH3:15])[C@@H:11]([CH2:34][OH:35])[CH2:10]1. The catalyst class is: 12. (4) Reactant: [C:1]([C:3]1[CH:21]=[CH:20][C:6]([CH2:7][N:8]2[CH2:13][CH2:12][N:11]([CH2:14][C:15](OCC)=[O:16])[CH2:10][CH2:9]2)=[CH:5][CH:4]=1)#[N:2].[NH2:22][NH2:23]. Product: [C:1]([C:3]1[CH:21]=[CH:20][C:6]([CH2:7][N:8]2[CH2:13][CH2:12][N:11]([CH2:14][C:15]([NH:22][NH2:23])=[O:16])[CH2:10][CH2:9]2)=[CH:5][CH:4]=1)#[N:2]. The catalyst class is: 14.